This data is from Forward reaction prediction with 1.9M reactions from USPTO patents (1976-2016). The task is: Predict the product of the given reaction. Given the reactants [Cl:1][C:2]1[N:7]=[C:6]([Cl:8])[C:5]([CH3:9])=[C:4](Cl)[N:3]=1.Cl.[O:12]1[CH2:16][CH2:15][C@@H:14]([NH2:17])[CH2:13]1.CCN(CC)CC, predict the reaction product. The product is: [Cl:1][C:2]1[N:3]=[C:4]([NH:17][C@@H:14]2[CH2:15][CH2:16][O:12][CH2:13]2)[C:5]([CH3:9])=[C:6]([Cl:8])[N:7]=1.